This data is from Reaction yield outcomes from USPTO patents with 853,638 reactions. The task is: Predict the reaction yield, written as a fraction of the theoretical maximum amount of product (1.0 means a 100% yield; for example, 0.34 means a 34% yield). (1) The reactants are [Cl:1][C:2]1[CH:3]=[C:4]([C:21]([N:23]2[CH2:28][CH2:27][N:26]([CH:29]([CH3:31])[CH3:30])[CH2:25][CH2:24]2)=[O:22])[CH:5]=[C:6]2[C:10]=1[NH:9][C:8]([C:11]([N:13]1[CH2:18][CH2:17][C:16]([F:20])([F:19])[CH2:15][CH2:14]1)=[O:12])=[CH:7]2.[H-].[Na+].Br[CH:35]([CH3:37])[CH3:36]. The catalyst is CN(C)C=O. The product is [Cl:1][C:2]1[CH:3]=[C:4]([C:21]([N:23]2[CH2:28][CH2:27][N:26]([CH:29]([CH3:31])[CH3:30])[CH2:25][CH2:24]2)=[O:22])[CH:5]=[C:6]2[C:10]=1[N:9]([CH:35]([CH3:37])[CH3:36])[C:8]([C:11]([N:13]1[CH2:18][CH2:17][C:16]([F:20])([F:19])[CH2:15][CH2:14]1)=[O:12])=[CH:7]2. The yield is 0.240. (2) The reactants are Br[C:2]1[CH:11]=[CH:10][C:5]([C:6]([O:8][CH3:9])=[O:7])=[C:4]([CH3:12])[CH:3]=1.C([O-])([O-])=O.[Cs+].[Cs+].[CH3:19][N:20]1[CH2:25][CH2:24][NH:23][CH2:22][CH2:21]1. The catalyst is C([O-])(=O)C.[Pd+2].C([O-])(=O)C.CC1(C)C2C(=C(P(C3C=CC=CC=3)C3C=CC=CC=3)C=CC=2)OC2C(P(C3C=CC=CC=3)C3C=CC=CC=3)=CC=CC1=2.O1CCOCC1. The product is [CH3:12][C:4]1[CH:3]=[C:2]([N:23]2[CH2:24][CH2:25][N:20]([CH3:19])[CH2:21][CH2:22]2)[CH:11]=[CH:10][C:5]=1[C:6]([O:8][CH3:9])=[O:7]. The yield is 0.890. (3) The reactants are Br[C:2]1[C:7](=[O:8])[N:6]([CH2:9][C:10]2[CH:15]=[CH:14][C:13]([C:16]3[C:17]([C:22]#[N:23])=[CH:18][CH:19]=[CH:20][CH:21]=3)=[CH:12][CH:11]=2)[C:5]([CH2:24][CH2:25][CH3:26])=[N:4][C:3]=1[CH3:27].[CH3:28][C:29]1([CH3:42])[CH2:38][CH2:37][C:36]2[C:31](=[CH:32][CH:33]=[C:34](B(O)O)[CH:35]=2)[O:30]1.C(=O)([O-])[O-].[Cs+].[Cs+]. The catalyst is O1CCOCC1.C(OCC)(=O)C.C1C=CC(P(C2C=CC=CC=2)[C-]2C=CC=C2)=CC=1.C1C=CC(P(C2C=CC=CC=2)[C-]2C=CC=C2)=CC=1.Cl[Pd]Cl.[Fe+2]. The product is [CH3:28][C:29]1([CH3:42])[CH2:38][CH2:37][C:36]2[C:31](=[CH:32][CH:33]=[C:34]([C:2]3[C:7](=[O:8])[N:6]([CH2:9][C:10]4[CH:15]=[CH:14][C:13]([C:16]5[C:17]([C:22]#[N:23])=[CH:18][CH:19]=[CH:20][CH:21]=5)=[CH:12][CH:11]=4)[C:5]([CH2:24][CH2:25][CH3:26])=[N:4][C:3]=3[CH3:27])[CH:35]=2)[O:30]1. The yield is 0.490. (4) The reactants are [Cl:1][CH2:2][C:3]1[N:4]=[C:5]2[CH:13]=[CH:12][CH:11]=[CH:10][N:6]2[C:7](=[O:9])[CH:8]=1.[I:14]N1C(=O)CCC1=O. The catalyst is C(#N)C. The product is [Cl:1][CH2:2][C:3]1[N:4]=[C:5]2[CH:13]=[CH:12][CH:11]=[CH:10][N:6]2[C:7](=[O:9])[C:8]=1[I:14]. The yield is 0.830.